From a dataset of Catalyst prediction with 721,799 reactions and 888 catalyst types from USPTO. Predict which catalyst facilitates the given reaction. (1) Reactant: [ClH:1].C(OC([N:9]1[CH2:14][CH:13]=[C:12]([C:15]2[C:20]([F:21])=[CH:19][CH:18]=[CH:17][N:16]=2)[CH2:11][CH2:10]1)=O)(C)(C)C. Product: [ClH:1].[F:21][C:20]1[C:15]([C:12]2[CH2:13][CH2:14][NH:9][CH2:10][CH:11]=2)=[N:16][CH:17]=[CH:18][CH:19]=1. The catalyst class is: 12. (2) Reactant: [NH2:1][C:2]1[CH:7]=[CH:6][C:5]([S:8][S:9][C:10]2[CH:15]=[CH:14][C:13]([NH2:16])=[CH:12][CH:11]=2)=[CH:4][CH:3]=1.C(Cl)(Cl)Cl.[F:21][C:22]([F:33])([F:32])[C:23](O[C:23](=[O:24])[C:22]([F:33])([F:32])[F:21])=[O:24]. Product: [F:21][C:22]([F:32])([F:33])[C:23]([NH:16][C:13]1[CH:14]=[CH:15][C:10]([S:9][S:8][C:5]2[CH:4]=[CH:3][C:2]([NH:1][C:23](=[O:24])[C:22]([F:33])([F:32])[F:21])=[CH:7][CH:6]=2)=[CH:11][CH:12]=1)=[O:24]. The catalyst class is: 66. (3) Reactant: Cl.[F:2][C:3]([F:7])([F:6])[CH2:4][NH2:5].[CH2:8](N(CC)CC)C.[Cl:15][C:16]1[CH:17]=[C:18]([CH:33]=[CH:34][C:35]=1[Cl:36])[CH2:19][N:20]([CH3:32])[C:21](=[O:31])[CH:22]=[C:23]1[C:27](=[O:28])OC(C)(C)[O:24]1. Product: [Cl:15][C:16]1[CH:17]=[C:18]([CH:33]=[CH:34][C:35]=1[Cl:36])[CH2:19][N:20]([CH3:32])[C:21]([C:22]1[CH2:8][N:5]([CH2:4][C:3]([F:7])([F:6])[F:2])[C:27](=[O:28])[C:23]=1[OH:24])=[O:31]. The catalyst class is: 5. (4) Product: [CH2:2]([O:9][C:10](=[O:11])[CH:12]=[CH:44][C:43]1[S:42][CH:46]=[CH:45][N:37]=1)[C:3]1[CH:4]=[CH:5][CH:6]=[CH:7][CH:8]=1. Reactant: [Br-].[CH2:2]([O:9][C:10]([CH2:12][P+](C1C=CC=CC=1)(C1C=CC=CC=1)C1C=CC=CC=1)=[O:11])[C:3]1[CH:8]=[CH:7][CH:6]=[CH:5][CH:4]=1.[Li+].C[Si]([N-:37][Si](C)(C)C)(C)C.[S:42]1[CH:46]=[CH:45][CH:44]=[C:43]1C=O. The catalyst class is: 1. (5) Reactant: [CH3:1][S:2]([NH2:5])(=[O:4])=[O:3].[C:6](=[O:9])([O-])[O-].[K+].[K+].[CH3:12][O:13][C:14]1[CH:21]=[CH:20][C:17]([CH2:18]Cl)=[CH:16][CH:15]=1.O. Product: [CH3:12][O:13][C:14]1[CH:21]=[CH:20][C:17]([CH2:18][N:5]([CH2:18][C:17]2[CH:20]=[CH:21][C:14]([O:9][CH3:6])=[CH:15][CH:16]=2)[S:2]([CH3:1])(=[O:4])=[O:3])=[CH:16][CH:15]=1. The catalyst class is: 9.